From a dataset of Reaction yield outcomes from USPTO patents with 853,638 reactions. Predict the reaction yield, written as a fraction of the theoretical maximum amount of product (1.0 means a 100% yield; for example, 0.34 means a 34% yield). (1) The reactants are [O:1]1CCO[CH:2]1[C:6]1[C:7]([O:20][CH3:21])=[CH:8][C:9]([O:18][CH3:19])=[C:10]([C:12]2[CH:17]=[N:16][CH:15]=[CH:14][N:13]=2)[CH:11]=1.C1(C)C=CC(S(O)(=O)=O)=CC=1.O. The catalyst is CC(C)=O. The product is [CH3:21][O:20][C:7]1[CH:8]=[C:9]([O:18][CH3:19])[C:10]([C:12]2[CH:17]=[N:16][CH:15]=[CH:14][N:13]=2)=[CH:11][C:6]=1[CH:2]=[O:1]. The yield is 0.180. (2) The reactants are [F:1][C:2]1([F:14])[CH:7]=[CH:6][CH2:5][O:4][C:3]1([CH3:13])[C:8]([O:10][CH2:11][CH3:12])=[O:9]. The catalyst is CCOC(C)=O.[Pd]. The product is [F:14][C:2]1([F:1])[CH2:7][CH2:6][CH2:5][O:4][C:3]1([CH3:13])[C:8]([O:10][CH2:11][CH3:12])=[O:9]. The yield is 0.960. (3) The reactants are C(P1(=O)OP(CCC)(=O)OP(CCC)(=O)O1)CC.CCOC(C)=O.FC(F)(F)C(O)=O.[N:32]1([C:41](=[O:50])/[CH:42]=[CH:43]/[C@@H:44]([NH2:49])[CH2:45][CH:46]([CH3:48])[CH3:47])[C:40]2[C:35](=[CH:36][CH:37]=[CH:38][CH:39]=2)[CH2:34][CH2:33]1.[C:51]([O:55][C:56]([NH:58][C:59]1([C:65](O)=[O:66])[CH2:64][CH2:63][O:62][CH2:61][CH2:60]1)=[O:57])([CH3:54])([CH3:53])[CH3:52].CCN(CC)CC. The catalyst is C(Cl)Cl. The product is [N:32]1([C:41](=[O:50])/[CH:42]=[CH:43]/[C@@H:44]([NH:49][C:65]([C:59]2([NH:58][C:56](=[O:57])[O:55][C:51]([CH3:53])([CH3:52])[CH3:54])[CH2:60][CH2:61][O:62][CH2:63][CH2:64]2)=[O:66])[CH2:45][CH:46]([CH3:48])[CH3:47])[C:40]2[C:35](=[CH:36][CH:37]=[CH:38][CH:39]=2)[CH2:34][CH2:33]1. The yield is 0.310. (4) The reactants are [CH3:1][C:2]1([CH3:9])[O:6][CH:5]([CH2:7][OH:8])[CH2:4][O:3]1.[H-].[Na+].Br[C:13]1[N:21]=[CH:20][CH:19]=[CH:18][C:14]=1[C:15]([OH:17])=[O:16].O. The catalyst is O1CCOCC1. The product is [CH3:1][C:2]1([CH3:9])[O:6][CH:5]([CH2:7][O:8][C:13]2[N:21]=[CH:20][CH:19]=[CH:18][C:14]=2[C:15]([OH:17])=[O:16])[CH2:4][O:3]1. The yield is 0.240. (5) The reactants are [N:1]1[CH:6]=[CH:5][C:4]([N:7]2[CH2:12][CH2:11][CH:10]([C:13](Cl)=[O:14])[CH2:9][CH2:8]2)=[CH:3][CH:2]=1.[OH:16][CH2:17][CH:18]1[CH2:23][N:22]([S:24]([C:27]2[CH:36]=[CH:35][C:34]3[C:29](=[CH:30][CH:31]=[CH:32][CH:33]=3)[CH:28]=2)(=[O:26])=[O:25])[CH2:21][CH2:20][NH:19]1. No catalyst specified. The product is [OH:16][CH2:17][CH:18]1[CH2:23][N:22]([S:24]([C:27]2[CH:36]=[CH:35][C:34]3[C:29](=[CH:30][CH:31]=[CH:32][CH:33]=3)[CH:28]=2)(=[O:26])=[O:25])[CH2:21][CH2:20][N:19]1[C:13]([CH:10]1[CH2:11][CH2:12][N:7]([C:4]2[CH:5]=[CH:6][N:1]=[CH:2][CH:3]=2)[CH2:8][CH2:9]1)=[O:14]. The yield is 0.420. (6) The reactants are [NH:1]1[CH2:6][CH2:5][CH:4]([C:7]2[S:8][C:9]3[CH:15]=[CH:14][C:13]([C:16]([F:19])([F:18])[F:17])=[CH:12][C:10]=3[N:11]=2)[CH2:3][CH2:2]1.[O:20]1[CH2:22][CH:21]1[CH2:23][N:24]1[C:32]2[CH2:31][CH2:30][N:29]([C:33](=[O:35])[CH3:34])[CH2:28][C:27]=2[C:26]([C:36]2[CH:41]=[CH:40][C:39]([C:42]([F:45])([F:44])[F:43])=[CH:38][CH:37]=2)=[N:25]1. The catalyst is CCO. The product is [OH:20][CH:21]([CH2:22][N:1]1[CH2:6][CH2:5][CH:4]([C:7]2[S:8][C:9]3[CH:15]=[CH:14][C:13]([C:16]([F:19])([F:18])[F:17])=[CH:12][C:10]=3[N:11]=2)[CH2:3][CH2:2]1)[CH2:23][N:24]1[C:32]2[CH2:31][CH2:30][N:29]([C:33](=[O:35])[CH3:34])[CH2:28][C:27]=2[C:26]([C:36]2[CH:41]=[CH:40][C:39]([C:42]([F:45])([F:44])[F:43])=[CH:38][CH:37]=2)=[N:25]1. The yield is 0.800. (7) The product is [CH3:1][N:2]1[CH2:7][CH2:6][CH2:5][C@@H:4]([O:8][C:9]2[C:17]3[C:16]4[CH:18]=[C:19]([C:22]#[N:23])[N:20]=[CH:21][C:15]=4[NH:14][C:13]=3[N:12]=[CH:11][CH:10]=2)[CH2:3]1. The reactants are [CH3:1][N:2]1[CH2:7][CH2:6][CH2:5][C@@H:4]([O:8][C:9]2[C:17]3[C:16]4[CH:18]=[C:19]([C:22]#[N:23])[N:20]=[CH:21][C:15]=4[N:14](COCC[Si](C)(C)C)[C:13]=3[N:12]=[CH:11][CH:10]=2)[CH2:3]1.Br.[OH-].[Na+].Cl. The catalyst is O1CCOCC1. The yield is 0.270. (8) The reactants are [NH2:1][C@H:2]([C:4]1[N:9]([C:10]2[CH:15]=[CH:14][CH:13]=[CH:12][CH:11]=2)[C:8](=[O:16])[C:7]2=[C:17]([CH3:20])[CH:18]=[CH:19][N:6]2[N:5]=1)[CH3:3].Cl[C:22]1[C:27]([C:28]([O:30][CH2:31][CH3:32])=[O:29])=[C:26]([NH:33][CH2:34][C:35]2[CH:40]=[CH:39][C:38]([O:41][CH3:42])=[CH:37][CH:36]=2)[N:25]=[CH:24][N:23]=1.C(N(CC)C(C)C)(C)C. The catalyst is C(O)C. The product is [CH3:42][O:41][C:38]1[CH:37]=[CH:36][C:35]([CH2:34][NH:33][C:26]2[C:27]([C:28]([O:30][CH2:31][CH3:32])=[O:29])=[C:22]([NH:1][C@H:2]([C:4]3[N:9]([C:10]4[CH:15]=[CH:14][CH:13]=[CH:12][CH:11]=4)[C:8](=[O:16])[C:7]4=[C:17]([CH3:20])[CH:18]=[CH:19][N:6]4[N:5]=3)[CH3:3])[N:23]=[CH:24][N:25]=2)=[CH:40][CH:39]=1. The yield is 0.820. (9) The reactants are [C:1]([C:5]1[CH:9]=[C:8]([NH2:10])[N:7]([CH3:11])[N:6]=1)([CH3:4])([CH3:3])[CH3:2].C([O-])([O-])=O.[K+].[K+].Cl[C:19]([O:21][C:22]1[CH:27]=[CH:26][CH:25]=[CH:24][CH:23]=1)=[O:20]. The catalyst is C1COCC1. The product is [C:1]([C:5]1[CH:9]=[C:8]([NH:10][C:19](=[O:20])[O:21][C:22]2[CH:27]=[CH:26][CH:25]=[CH:24][CH:23]=2)[N:7]([CH3:11])[N:6]=1)([CH3:4])([CH3:2])[CH3:3]. The yield is 0.310.